Task: Predict the reactants needed to synthesize the given product.. Dataset: Full USPTO retrosynthesis dataset with 1.9M reactions from patents (1976-2016) (1) Given the product [OH:1][C:2]1[C:3](=[O:16])[N:4]([CH3:15])[C:5]2[C:10]([C:11]=1[C:12]([NH:17][C@@H:18]([C:20]1[CH:21]=[C:22]([N:26]3[CH2:27][CH2:28][N:29]([C:32]([O:34][CH2:35][C:36]4[CH:41]=[CH:40][CH:39]=[CH:38][CH:37]=4)=[O:33])[CH2:30][CH2:31]3)[CH:23]=[CH:24][CH:25]=1)[CH3:19])=[O:13])=[CH:9][CH:8]=[CH:7][CH:6]=2, predict the reactants needed to synthesize it. The reactants are: [OH:1][C:2]1[C:3](=[O:16])[N:4]([CH3:15])[C:5]2[C:10]([C:11]=1[C:12](Cl)=[O:13])=[CH:9][CH:8]=[CH:7][CH:6]=2.[NH2:17][C@@H:18]([C:20]1[CH:21]=[C:22]([N:26]2[CH2:31][CH2:30][N:29]([C:32]([O:34][CH2:35][C:36]3[CH:41]=[CH:40][CH:39]=[CH:38][CH:37]=3)=[O:33])[CH2:28][CH2:27]2)[CH:23]=[CH:24][CH:25]=1)[CH3:19]. (2) Given the product [CH:22]1([CH2:21][O:1][CH2:2][CH2:3][CH2:4][O:5][C:6]2[CH:13]=[CH:12][C:9]([CH:10]=[O:11])=[C:8]([O:14][CH2:15][O:16][CH3:17])[CH:7]=2)[CH2:24][CH2:23]1, predict the reactants needed to synthesize it. The reactants are: [OH:1][CH2:2][CH2:3][CH2:4][O:5][C:6]1[CH:13]=[CH:12][C:9]([CH:10]=[O:11])=[C:8]([O:14][CH2:15][O:16][CH3:17])[CH:7]=1.[H-].[Na+].Br[CH2:21][CH:22]1[CH2:24][CH2:23]1.O. (3) Given the product [Br:26][C:27]1[CH:36]=[CH:35][C:30]([C:31]([NH:33][NH:34][C:18]([NH:12][CH2:11][C@@H:8]2[CH2:9][CH2:10][N:6]([C:4]([CH:1]3[CH2:2][CH2:3]3)=[O:5])[CH2:7]2)=[O:19])=[O:32])=[C:29]([F:37])[CH:28]=1, predict the reactants needed to synthesize it. The reactants are: [CH:1]1([C:4]([N:6]2[CH2:10][CH2:9][C@@H:8]([CH2:11][NH2:12])[CH2:7]2)=[O:5])[CH2:3][CH2:2]1.C1N=CN([C:18](N2C=NC=C2)=[O:19])C=1.Cl.[Br:26][C:27]1[CH:36]=[CH:35][C:30]([C:31]([NH:33][NH2:34])=[O:32])=[C:29]([F:37])[CH:28]=1.CCN(C(C)C)C(C)C. (4) Given the product [CH3:1][O:2][C:3]1[CH:8]=[CH:7][C:6]([CH2:9][CH2:10][O:11][CH3:15])=[CH:5][CH:4]=1, predict the reactants needed to synthesize it. The reactants are: [CH3:1][O:2][C:3]1[CH:8]=[CH:7][C:6]([CH2:9][CH2:10][OH:11])=[CH:5][CH:4]=1.[H-].[Na+].I[CH3:15]. (5) Given the product [CH3:27][N:25]1[CH:26]=[C:22]([C:20]2[CH:19]=[C:18]([N:28]3[CH2:33][CH2:32][O:31][CH2:30][CH2:29]3)[N:17]=[C:16]([NH:15][C:12]3[CH:13]=[CH:14][C:9]([C:5]4([C:3]([OH:4])=[O:2])[CH2:8][CH2:7][CH2:6]4)=[CH:10][CH:11]=3)[N:21]=2)[CH:23]=[N:24]1, predict the reactants needed to synthesize it. The reactants are: C[O:2][C:3]([C:5]1([C:9]2[CH:14]=[CH:13][C:12]([NH:15][C:16]3[N:21]=[C:20]([C:22]4[CH:23]=[N:24][N:25]([CH3:27])[CH:26]=4)[CH:19]=[C:18]([N:28]4[CH2:33][CH2:32][O:31][CH2:30][CH2:29]4)[N:17]=3)=[CH:11][CH:10]=2)[CH2:8][CH2:7][CH2:6]1)=[O:4].[OH-].[Na+].O. (6) Given the product [CH:2]([CH2:6][CH2:7][C:8]1[CH:16]=[CH:15][C:11]([C:12]([NH2:14])=[O:13])=[CH:10][CH:9]=1)=[O:1], predict the reactants needed to synthesize it. The reactants are: [O:1]1CCO[CH:2]1[CH2:6][CH2:7][C:8]1[CH:16]=[CH:15][C:11]([C:12]([NH2:14])=[O:13])=[CH:10][CH:9]=1.Cl.